This data is from Catalyst prediction with 721,799 reactions and 888 catalyst types from USPTO. The task is: Predict which catalyst facilitates the given reaction. Reactant: O[CH2:2][C:3]1[CH:4]=[C:5]2[C:9](=[C:10]([N+:12]([O-:14])=[O:13])[CH:11]=1)[NH:8][C:7]([C:15]1[CH:20]=[CH:19][CH:18]=[CH:17][CH:16]=1)=[CH:6]2.N1C=CN=C1.C1(P(C2C=CC=CC=2)C2C=CC=CC=2)C=CC=CC=1.[I:45]I. Product: [I:45][CH2:2][C:3]1[CH:4]=[C:5]2[C:9](=[C:10]([N+:12]([O-:14])=[O:13])[CH:11]=1)[NH:8][C:7]([C:15]1[CH:20]=[CH:19][CH:18]=[CH:17][CH:16]=1)=[CH:6]2. The catalyst class is: 1.